Dataset: Microsomal clearance measurements from AstraZeneca. Task: Regression/Classification. Given a drug SMILES string, predict its absorption, distribution, metabolism, or excretion properties. Task type varies by dataset: regression for continuous measurements (e.g., permeability, clearance, half-life) or binary classification for categorical outcomes (e.g., BBB penetration, CYP inhibition). For this dataset (clearance_microsome_az), we predict log10(clearance) (log10 of the in vitro intrinsic clearance, CLint, in uL/min per mg of human liver microsomal protein, equivalently mL/min/g; values are censored to the assay range of 3 to 150, which is 0.477 to 2.18 on this log10 scale). (1) The molecule is CC(C)N(CCCNC(=O)Nc1ccc(C(C)(C)C)cc1)C[C@H]1O[C@@H](n2cnc3c(N)ncnc32)[C@H](O)[C@@H]1O. The log10(clearance) is 2.05. (2) The molecule is CCOC(=O)C1=C(C)NC(C)=C(C(=O)OC)C1c1cccc([N+](=O)[O-])c1. The log10(clearance) is 1.93. (3) The drug is CCC(CC)NC(=O)c1cnn(-c2ccccc2)c1NS(=O)(=O)c1ccc(-c2cnco2)cc1. The log10(clearance) is 1.43. (4) The compound is O=C(C1CCN(c2nnc(-n3cccc3)s2)CC1)N1CCc2ccccc2C1. The log10(clearance) is 1.92. (5) The drug is CCCCCSc1nc(O)c2sc(N)nc2n1. The log10(clearance) is 1.26. (6) The drug is COc1ccc(Sc2c(C)n(CC(=O)O)c3ccc(C)cc23)cc1. The log10(clearance) is 0.480. (7) The molecule is COc1cccc(CNCc2cccc(CCNC[C@H](O)c3ccc(O)c4[nH]c(=O)sc34)c2)c1. The log10(clearance) is 1.54. (8) The drug is Nc1ccc(Cl)c(C(=O)NCC23CC4CC(CC(C4)C2)C3)c1. The log10(clearance) is 1.28. (9) The molecule is Cc1nc2ncnn2c(O)c1CCOC(=O)c1c(F)cccc1F. The log10(clearance) is 2.18. (10) The drug is O=c1[nH]c2c(O)ccc([C@@H](O)CNCCCOCCOCCc3cccc4ccccc34)c2s1. The log10(clearance) is 1.54.